Dataset: Forward reaction prediction with 1.9M reactions from USPTO patents (1976-2016). Task: Predict the product of the given reaction. (1) Given the reactants [NH2:1][C:2]1[C:7]([C:8]#[N:9])=[C:6]([NH:10][C@H:11]([C:13]2[N:17]([CH3:18])[C:16]3[C:19](Br)=[C:20]([F:23])[CH:21]=[CH:22][C:15]=3[N:14]=2)[CH3:12])[N:5]=[CH:4][N:3]=1.[CH3:25][N:26]1[CH:30]=[C:29](B2OC(C)(C)C(C)(C)O2)[CH:28]=[N:27]1.C(=O)([O-])[O-].[Cs+].[Cs+], predict the reaction product. The product is: [NH2:1][C:2]1[C:7]([C:8]#[N:9])=[C:6]([NH:10][C@H:11]([C:13]2[N:17]([CH3:18])[C:16]3[C:19]([C:29]4[CH:28]=[N:27][N:26]([CH3:25])[CH:30]=4)=[C:20]([F:23])[CH:21]=[CH:22][C:15]=3[N:14]=2)[CH3:12])[N:5]=[CH:4][N:3]=1. (2) Given the reactants [Br:1][C:2]1[NH:6][N:5]=[C:4]([C:7]([CH3:10])([CH3:9])[CH3:8])[N:3]=1.C=O.C(N(CC)CC)C.C[C:21](C)=[O:22], predict the reaction product. The product is: [Br:1][C:2]1[N:6]([CH2:21][OH:22])[N:5]=[C:4]([C:7]([CH3:10])([CH3:9])[CH3:8])[N:3]=1. (3) The product is: [Cl:13][C:14]1[CH:19]=[CH:18][C:17]([CH:23]=[O:24])=[C:16]([F:20])[N:15]=1. Given the reactants C(NC(C)C)(C)C.C([Li])CCC.[Cl:13][C:14]1[CH:19]=[CH:18][CH:17]=[C:16]([F:20])[N:15]=1.CN(C)[CH:23]=[O:24], predict the reaction product. (4) Given the reactants [OH-].[Na+].[Cl:3][C:4]1[CH:5]=[C:6]([C:14]2[O:18][N:17]=[C:16]([C:19]3[CH:24]=[N:23][CH:22]=[C:21]4[N:25]([CH2:28][CH2:29][CH2:30][C:31]([O:33]CC)=[O:32])[CH:26]=[CH:27][C:20]=34)[N:15]=2)[CH:7]=[CH:8][C:9]=1[O:10][CH:11]([CH3:13])[CH3:12], predict the reaction product. The product is: [Cl:3][C:4]1[CH:5]=[C:6]([C:14]2[O:18][N:17]=[C:16]([C:19]3[CH:24]=[N:23][CH:22]=[C:21]4[N:25]([CH2:28][CH2:29][CH2:30][C:31]([OH:33])=[O:32])[CH:26]=[CH:27][C:20]=34)[N:15]=2)[CH:7]=[CH:8][C:9]=1[O:10][CH:11]([CH3:13])[CH3:12]. (5) Given the reactants [OH:1][CH2:2][C@@H:3]1[CH2:7][C:6](=[O:8])[CH2:5][C@H:4]1[C:9]1[CH:14]=[CH:13][CH:12]=[CH:11][CH:10]=1.[Si:15](Cl)([C:18]([CH3:21])([CH3:20])[CH3:19])([CH3:17])[CH3:16].CCN(C(C)C)C(C)C.Cl, predict the reaction product. The product is: [Si:15]([O:1][CH2:2][C@@H:3]1[CH2:7][C:6](=[O:8])[CH2:5][C@H:4]1[C:9]1[CH:14]=[CH:13][CH:12]=[CH:11][CH:10]=1)([C:18]([CH3:21])([CH3:20])[CH3:19])([CH3:17])[CH3:16]. (6) Given the reactants C(OC([N:8]1[CH2:13][CH2:12][N:11]([CH2:14][C:15]2[CH:20]=[CH:19][CH:18]=[CH:17][CH:16]=2)[CH2:10][CH:9]1[CH2:21][C:22]1[CH:31]=[CH:30][C:29]2[C:24](=[CH:25][CH:26]=[CH:27][CH:28]=2)[CH:23]=1)=O)(C)(C)C.FC(F)(F)C(O)=O.[OH-].[NH4+], predict the reaction product. The product is: [CH2:14]([N:11]1[CH2:12][CH2:13][NH:8][CH:9]([CH2:21][C:22]2[CH:31]=[CH:30][C:29]3[C:24](=[CH:25][CH:26]=[CH:27][CH:28]=3)[CH:23]=2)[CH2:10]1)[C:15]1[CH:16]=[CH:17][CH:18]=[CH:19][CH:20]=1. (7) Given the reactants [F:1][C:2]1[CH:7]=[C:6]([F:8])[CH:5]=[CH:4][C:3]=1[C:9]1[CH:10]=[C:11]([CH2:20]OS(C)(=O)=O)[C:12](=[O:19])[N:13]([CH2:15][CH:16]([CH3:18])[CH3:17])[N:14]=1.[CH3:26][N:27]1[CH2:32][CH2:31][NH:30][CH2:29][CH2:28]1, predict the reaction product. The product is: [F:1][C:2]1[CH:7]=[C:6]([F:8])[CH:5]=[CH:4][C:3]=1[C:9]1[CH:10]=[C:11]([CH2:20][N:30]2[CH2:31][CH2:32][N:27]([CH3:26])[CH2:28][CH2:29]2)[C:12](=[O:19])[N:13]([CH2:15][CH:16]([CH3:18])[CH3:17])[N:14]=1. (8) Given the reactants [Cl:1][C:2]1[CH:14]=[CH:13][C:5]([O:6][CH2:7][CH2:8][CH2:9][C:10]([OH:12])=O)=[C:4]([NH:15][C:16]([NH:18][C:19]2[CH:24]=[CH:23][C:22]([C:25]#[N:26])=[CH:21][N:20]=2)=[O:17])[CH:3]=1.ON1C2C=CC=CC=2N=N1.[CH3:37][N:38]1[CH2:43][CH2:42][NH:41][CH2:40][CH2:39]1.Cl.C(N=C=NCCCN(C)C)C, predict the reaction product. The product is: [Cl:1][C:2]1[CH:14]=[CH:13][C:5]([O:6][CH2:7][CH2:8][CH2:9][C:10]([N:41]2[CH2:42][CH2:43][N:38]([CH3:37])[CH2:39][CH2:40]2)=[O:12])=[C:4]([NH:15][C:16]([NH:18][C:19]2[CH:24]=[CH:23][C:22]([C:25]#[N:26])=[CH:21][N:20]=2)=[O:17])[CH:3]=1.